This data is from Peptide-MHC class II binding affinity with 134,281 pairs from IEDB. The task is: Regression. Given a peptide amino acid sequence and an MHC pseudo amino acid sequence, predict their binding affinity value. This is MHC class II binding data. (1) The peptide sequence is KRHRKVLRDNIQGITKPAIRRLAR. The MHC is H-2-IAd with pseudo-sequence H-2-IAd. The binding affinity (normalized) is 0.315. (2) The peptide sequence is LVVGIYDEPMTPGQC. The MHC is HLA-DQA10102-DQB10602 with pseudo-sequence HLA-DQA10102-DQB10602. The binding affinity (normalized) is 0.378.